This data is from Forward reaction prediction with 1.9M reactions from USPTO patents (1976-2016). The task is: Predict the product of the given reaction. (1) Given the reactants [Br:1][C:2]1[CH:7]=[CH:6][C:5]([C:8]([NH:10][C:11]2[N:15]([CH3:16])[N:14]=[CH:13][C:12]=2[C:17]([OH:19])=O)=[O:9])=[C:4]([F:20])[CH:3]=1.[Cl-].ClC1N(C)CC[NH+]1C.CCN(C(C)C)C(C)C.[NH2:39][CH2:40][C@@H:41]1[CH2:45][CH2:44][N:43]([C:46]([O:48][C:49]([CH3:52])([CH3:51])[CH3:50])=[O:47])[CH2:42]1, predict the reaction product. The product is: [Br:1][C:2]1[CH:7]=[CH:6][C:5]([C:8]([NH:10][C:11]2[N:15]([CH3:16])[N:14]=[CH:13][C:12]=2[C:17]([NH:39][CH2:40][C@@H:41]2[CH2:45][CH2:44][N:43]([C:46]([O:48][C:49]([CH3:52])([CH3:51])[CH3:50])=[O:47])[CH2:42]2)=[O:19])=[O:9])=[C:4]([F:20])[CH:3]=1. (2) Given the reactants C(OC([NH:11][C@@H:12]([CH2:20][C:21]1[CH:26]=[CH:25][C:24]([O:27][CH2:28][CH2:29][CH2:30][C:31]([O:33][CH2:34][CH3:35])=[O:32])=[CH:23][CH:22]=1)[C:13]([O:15][C:16]([CH3:19])([CH3:18])[CH3:17])=[O:14])=O)C1C=CC=CC=1.Cl.[H][H], predict the reaction product. The product is: [NH2:11][C@@H:12]([CH2:20][C:21]1[CH:22]=[CH:23][C:24]([O:27][CH2:28][CH2:29][CH2:30][C:31]([O:33][CH2:34][CH3:35])=[O:32])=[CH:25][CH:26]=1)[C:13]([O:15][C:16]([CH3:18])([CH3:19])[CH3:17])=[O:14]. (3) Given the reactants [CH3:1][C:2]1[CH:9]=[C:8]([O:10]C2CCCCO2)[CH:7]=[C:6]([B:17]2[O:21]C(C)(C)[C:19](C)(C)[O:18]2)[C:3]=1C=O.C1N2[CH2:32][CH2:33]N(CC2)C1.Cl.[C:35]([O:39][CH2:40][CH3:41])(=[O:38])C=C, predict the reaction product. The product is: [OH:21][B:17]1[C:6]2[CH:7]=[C:8]([OH:10])[CH:9]=[C:2]([CH3:1])[C:3]=2[CH:19]([C:32](=[CH2:33])[C:35]([O:39][CH2:40][CH3:41])=[O:38])[O:18]1. (4) Given the reactants ClCC([NH:5][CH:6]([C:11]1[CH:16]=[CH:15][C:14]([F:17])=[CH:13][CH:12]=1)[CH2:7][C:8]([OH:10])=[O:9])=O.[OH-].[Na+], predict the reaction product. The product is: [NH2:5][CH:6]([C:11]1[CH:12]=[CH:13][C:14]([F:17])=[CH:15][CH:16]=1)[CH2:7][C:8]([OH:10])=[O:9]. (5) Given the reactants CS(O[CH2:6][CH2:7][C@H:8]([NH:15][C:16]([C@H:18]1[N:22]([S:23]([C:26]2[CH:31]=[CH:30][C:29]([C:32]3[CH:37]=[CH:36][CH:35]=[CH:34][CH:33]=3)=[CH:28][CH:27]=2)(=[O:25])=[O:24])[CH2:21][CH2:20][S:19]1)=[O:17])[C:9]1[CH:14]=[CH:13][CH:12]=[CH:11][CH:10]=1)(=O)=O.[NH2:38][CH:39]1[CH2:44][CH2:43][CH2:42][CH2:41][CH:40]1[OH:45], predict the reaction product. The product is: [C:29]1([C:32]2[CH:33]=[CH:34][CH:35]=[CH:36][CH:37]=2)[CH:30]=[CH:31][C:26]([S:23]([N:22]2[CH2:21][CH2:20][S:19][CH:18]2[C:16]([NH:15][CH:8]([C:9]2[CH:10]=[CH:11][CH:12]=[CH:13][CH:14]=2)[CH2:7][CH2:6][NH:38][CH:39]2[CH2:44][CH2:43][CH2:42][CH2:41][CH:40]2[OH:45])=[O:17])(=[O:25])=[O:24])=[CH:27][CH:28]=1. (6) Given the reactants [NH2:1][C:2]1[CH:11]=[C:10]2[C:5]([CH:6]=[CH:7][C:8](=[O:12])[NH:9]2)=[CH:4][CH:3]=1.[C:13]1([C:19]2[CH:27]=[CH:26][C:22]([C:23](O)=[O:24])=[CH:21][N:20]=2)[CH:18]=[CH:17][CH:16]=[CH:15][CH:14]=1, predict the reaction product. The product is: [O:12]=[C:8]1[CH:7]=[CH:6][C:5]2[C:10](=[CH:11][C:2]([NH:1][C:23](=[O:24])[C:22]3[CH:26]=[CH:27][C:19]([C:13]4[CH:18]=[CH:17][CH:16]=[CH:15][CH:14]=4)=[N:20][CH:21]=3)=[CH:3][CH:4]=2)[NH:9]1. (7) Given the reactants [CH3:1][O:2][CH2:3][C:4]1[O:5][C:6]2[CH:12]=[C:11]([C:13](O)=[O:14])[CH:10]=[C:9]([O:16][C:17]3[CH:22]=[CH:21][C:20]([S:23]([CH3:26])(=[O:25])=[O:24])=[CH:19][CH:18]=3)[C:7]=2[CH:8]=1.CN(C(ON1N=NC2C=CC=NC1=2)=[N+](C)C)C.F[P-](F)(F)(F)(F)F.CCN(C(C)C)C(C)C.[NH2:60][C:61]1[CH:66]=[CH:65][C:64]([CH3:67])=[CH:63][N:62]=1, predict the reaction product. The product is: [CH3:1][O:2][CH2:3][C:4]1[O:5][C:6]2[CH:12]=[C:11]([C:13]([NH:60][C:61]3[CH:66]=[CH:65][C:64]([CH3:67])=[CH:63][N:62]=3)=[O:14])[CH:10]=[C:9]([O:16][C:17]3[CH:22]=[CH:21][C:20]([S:23]([CH3:26])(=[O:24])=[O:25])=[CH:19][CH:18]=3)[C:7]=2[CH:8]=1.